From a dataset of Peptide-MHC class I binding affinity with 185,985 pairs from IEDB/IMGT. Regression. Given a peptide amino acid sequence and an MHC pseudo amino acid sequence, predict their binding affinity value. This is MHC class I binding data. (1) The peptide sequence is LPAEVRAAF. The MHC is HLA-B15:17 with pseudo-sequence HLA-B15:17. The binding affinity (normalized) is 0.0847. (2) The peptide sequence is MFWKLPPWL. The MHC is HLA-A80:01 with pseudo-sequence HLA-A80:01. The binding affinity (normalized) is 0.0847. (3) The peptide sequence is DYIYLPLLK. The MHC is HLA-A02:06 with pseudo-sequence HLA-A02:06. The binding affinity (normalized) is 0. (4) The peptide sequence is LLVISGVFPV. The MHC is HLA-A02:06 with pseudo-sequence HLA-A02:06. The binding affinity (normalized) is 1.00. (5) The peptide sequence is FAPTLWARM. The MHC is Mamu-A01 with pseudo-sequence Mamu-A01. The binding affinity (normalized) is 1.00.